Dataset: Forward reaction prediction with 1.9M reactions from USPTO patents (1976-2016). Task: Predict the product of the given reaction. (1) Given the reactants Br[CH2:2][C:3]([C:5]1[CH:10]=[CH:9][C:8]([OH:11])=[C:7]([CH3:12])[CH:6]=1)=O.CC[N:15]([CH2:18]C)CC.[C:20]1([C:26](Cl)([C:33]2[CH:38]=[CH:37][CH:36]=[CH:35][CH:34]=2)[C:27]2[CH:32]=[CH:31][CH:30]=[CH:29][CH:28]=2)[CH:25]=[CH:24][CH:23]=[CH:22][CH:21]=1.Cl.C([NH2:43])=O, predict the reaction product. The product is: [CH3:12][C:7]1[CH:6]=[C:5]([C:3]2[N:43]=[CH:18][N:15]([C:26]([C:33]3[CH:38]=[CH:37][CH:36]=[CH:35][CH:34]=3)([C:27]3[CH:32]=[CH:31][CH:30]=[CH:29][CH:28]=3)[C:20]3[CH:25]=[CH:24][CH:23]=[CH:22][CH:21]=3)[CH:2]=2)[CH:10]=[CH:9][C:8]=1[OH:11]. (2) Given the reactants [F:1][C:2]1[CH:11]=[C:10]2[C:5]([N:6]=[C:7]([CH3:18])[C:8]([C:12]3[CH:16]=[C:15]([NH2:17])[NH:14][N:13]=3)=[N:9]2)=[CH:4][CH:3]=1.[C:19]([O:25][CH2:26][CH3:27])(=[O:24])[CH2:20][C:21](O)=[O:22].Cl.C(N=C=NCCCN(C)C)C, predict the reaction product. The product is: [F:1][C:2]1[CH:11]=[C:10]2[C:5]([N:6]=[C:7]([CH3:18])[C:8]([C:12]3[CH:16]=[C:15]([NH:17][C:21](=[O:22])[CH2:20][C:19]([O:25][CH2:26][CH3:27])=[O:24])[NH:14][N:13]=3)=[N:9]2)=[CH:4][CH:3]=1. (3) Given the reactants C(N=S(C1C=CC(CN)=CC=1)(C)=O)#N.[C:15]([N:17]=[S:18]([C:23]1[CH:40]=[CH:39][C:26]([CH2:27][N:28]2C(=O)C3C(=CC=CC=3)C2=O)=[CH:25][CH:24]=1)([CH:20]([CH3:22])[CH3:21])=[O:19])#[N:16], predict the reaction product. The product is: [C:15]([N:17]=[S:18]([C:23]1[CH:24]=[CH:25][C:26]([CH2:27][NH2:28])=[CH:39][CH:40]=1)([CH:20]([CH3:22])[CH3:21])=[O:19])#[N:16]. (4) Given the reactants CO[C:3]([CH:5]1[C:13]2[C:8](=[CH:9][CH:10]=[C:11]([C:14]3([CH3:19])[O:18]CCO3)[CH:12]=2)[N:7]([CH2:20][CH3:21])[C:6]1=[O:22])=[O:4].[NH2:23][C:24]1[CH:25]=[C:26]([CH:38]=[CH:39][CH:40]=1)[C:27]([NH:29][C:30]1[CH:35]=[CH:34][C:33]([CH2:36][CH3:37])=[CH:32][CH:31]=1)=[O:28], predict the reaction product. The product is: [CH2:36]([C:33]1[CH:32]=[CH:31][C:30]([NH:29][C:27]([C:26]2[CH:25]=[C:24]([NH:23][C:3]([CH:5]3[C:13]4[C:8](=[CH:9][CH:10]=[C:11]([C:14](=[O:18])[CH3:19])[CH:12]=4)[N:7]([CH2:20][CH3:21])[C:6]3=[O:22])=[O:4])[CH:40]=[CH:39][CH:38]=2)=[O:28])=[CH:35][CH:34]=1)[CH3:37].